Dataset: NCI-60 drug combinations with 297,098 pairs across 59 cell lines. Task: Regression. Given two drug SMILES strings and cell line genomic features, predict the synergy score measuring deviation from expected non-interaction effect. (1) Drug 1: C1=CN(C(=O)N=C1N)C2C(C(C(O2)CO)O)O.Cl. Cell line: SNB-75. Synergy scores: CSS=4.86, Synergy_ZIP=-2.52, Synergy_Bliss=0.0232, Synergy_Loewe=-4.67, Synergy_HSA=0.493. Drug 2: CN1C2=C(C=C(C=C2)N(CCCl)CCCl)N=C1CCCC(=O)O.Cl. (2) Drug 1: CC(C)CN1C=NC2=C1C3=CC=CC=C3N=C2N. Drug 2: C(CCl)NC(=O)N(CCCl)N=O. Cell line: UO-31. Synergy scores: CSS=3.56, Synergy_ZIP=-2.08, Synergy_Bliss=-2.67, Synergy_Loewe=1.72, Synergy_HSA=-2.06. (3) Drug 1: C1=CC(=CC=C1CC(C(=O)O)N)N(CCCl)CCCl.Cl. Drug 2: CN(CC1=CN=C2C(=N1)C(=NC(=N2)N)N)C3=CC=C(C=C3)C(=O)NC(CCC(=O)O)C(=O)O. Cell line: NCI-H226. Synergy scores: CSS=4.43, Synergy_ZIP=0.876, Synergy_Bliss=9.13, Synergy_Loewe=1.38, Synergy_HSA=3.87. (4) Drug 1: CC1=C(C(=O)C2=C(C1=O)N3CC4C(C3(C2COC(=O)N)OC)N4)N. Drug 2: CS(=O)(=O)CCNCC1=CC=C(O1)C2=CC3=C(C=C2)N=CN=C3NC4=CC(=C(C=C4)OCC5=CC(=CC=C5)F)Cl. Cell line: HCT116. Synergy scores: CSS=47.2, Synergy_ZIP=1.38, Synergy_Bliss=1.64, Synergy_Loewe=-0.228, Synergy_HSA=4.86. (5) Drug 1: CC1=CC=C(C=C1)C2=CC(=NN2C3=CC=C(C=C3)S(=O)(=O)N)C(F)(F)F. Drug 2: CC(C)CN1C=NC2=C1C3=CC=CC=C3N=C2N. Cell line: SK-OV-3. Synergy scores: CSS=-0.738, Synergy_ZIP=-0.541, Synergy_Bliss=-3.63, Synergy_Loewe=0.801, Synergy_HSA=-3.45.